Dataset: Forward reaction prediction with 1.9M reactions from USPTO patents (1976-2016). Task: Predict the product of the given reaction. (1) Given the reactants [CH3:1][C:2]([CH3:7])([CH2:5][OH:6])[CH2:3][OH:4].CC1(C)C(C)(C)O[B:11]([C:16]2[CH:21]=[CH:20][C:19]([C:22]3[C:23]([OH:28])=[CH:24][CH:25]=[CH:26][CH:27]=3)=[CH:18][CH:17]=2)O1, predict the reaction product. The product is: [CH3:1][C:2]1([CH3:7])[CH2:5][O:6][B:11]([C:16]2[CH:17]=[CH:18][C:19]([C:22]3[C:23]([OH:28])=[CH:24][CH:25]=[CH:26][CH:27]=3)=[CH:20][CH:21]=2)[O:4][CH2:3]1. (2) Given the reactants [CH2:1]([O:3][C:4](=[O:29])[CH2:5][C@@H:6]([C:22]1[CH:23]=[N:24][C:25]([CH3:28])=[N:26][CH:27]=1)[CH:7]=[CH:8][CH2:9][CH2:10][CH2:11][CH2:12][CH2:13][O:14]CC1C=CC=CC=1)[CH3:2].C1CC=CCC=1, predict the reaction product. The product is: [CH2:1]([O:3][C:4](=[O:29])[CH2:5][C@@H:6]([C:22]1[CH:23]=[N:24][C:25]([CH3:28])=[N:26][CH:27]=1)[CH2:7][CH2:8][CH2:9][CH2:10][CH2:11][CH2:12][CH2:13][OH:14])[CH3:2]. (3) The product is: [F:31][C:10]1[CH:9]=[C:8]([N:1]2[CH2:5][CH2:4][CH2:3][C:2]2=[O:6])[CH:13]=[CH:12][C:11]=1[C:14]([N:16]1[CH2:17][CH2:18][N:19]([C:22]2[C:27]([CH3:28])=[CH:26][C:25]([CH3:29])=[C:24]([CH3:30])[N:23]=2)[CH2:20][CH2:21]1)=[O:15]. Given the reactants [NH:1]1[CH2:5][CH2:4][CH2:3][C:2]1=[O:6].Br[C:8]1[CH:13]=[CH:12][C:11]([C:14]([N:16]2[CH2:21][CH2:20][N:19]([C:22]3[C:27]([CH3:28])=[CH:26][C:25]([CH3:29])=[C:24]([CH3:30])[N:23]=3)[CH2:18][CH2:17]2)=[O:15])=[C:10]([F:31])[CH:9]=1, predict the reaction product. (4) Given the reactants [CH3:1][C:2]1[CH:3]=[C:4]([NH:15][C:16]2[C:25]3[C:20](=[CH:21][CH:22]=[CH:23][C:24]=3[O:26][C@H:27]([CH3:32])[C:28](OC)=[O:29])[N:19]=[CH:18][N:17]=2)[CH:5]=[CH:6][C:7]=1[O:8][C:9]1[CH:14]=[CH:13][CH:12]=[CH:11][N:10]=1.Cl[C:34]1[C:43]2C(=CC=CC=2F)N=[CH:36][N:35]=1.CC1C=C(C=CC=1[O:53]C1C=CC=CN=1)N.C(OC)(=O)[C@H](C)O, predict the reaction product. The product is: [OH:53][CH2:43][CH2:34][N:35]([CH3:36])[C:28](=[O:29])[C@H:27]([O:26][C:24]1[CH:23]=[CH:22][CH:21]=[C:20]2[C:25]=1[C:16]([NH:15][C:4]1[CH:5]=[CH:6][C:7]([O:8][C:9]3[CH:14]=[CH:13][CH:12]=[CH:11][N:10]=3)=[C:2]([CH3:1])[CH:3]=1)=[N:17][CH:18]=[N:19]2)[CH3:32]. (5) Given the reactants Cl[C:2]1[N:7]=[C:6]([O:8][CH3:9])[N:5]=[C:4]([NH:10][C:11]2[CH:16]=[CH:15][C:14]([N:17]3[CH:21]=[C:20]([CH3:22])[N:19]=[CH:18]3)=[C:13]([O:23][CH3:24])[CH:12]=2)[N:3]=1.[Cl:25][C:26]1[CH:33]=[CH:32][C:29]([NH:30][CH3:31])=[CH:28][CH:27]=1, predict the reaction product. The product is: [Cl:25][C:26]1[CH:33]=[CH:32][C:29]([N:30]([CH3:31])[C:2]2[N:3]=[C:4]([NH:10][C:11]3[CH:16]=[CH:15][C:14]([N:17]4[CH:21]=[C:20]([CH3:22])[N:19]=[CH:18]4)=[C:13]([O:23][CH3:24])[CH:12]=3)[N:5]=[C:6]([O:8][CH3:9])[N:7]=2)=[CH:28][CH:27]=1. (6) Given the reactants Cl[C:2]1[N:7]=[C:6]([NH:8][C:9]2[CH:18]=[CH:17][CH:16]=[CH:15][C:10]=2[C:11]([NH:13][CH3:14])=[O:12])[C:5]([Cl:19])=[CH:4][N:3]=1.[NH2:20][C:21]1[CH:22]=[CH:23][C:24]2[CH2:30][CH2:29][C:28](=[O:31])[NH:27][CH2:26][C:25]=2[CH:32]=1, predict the reaction product. The product is: [Cl:19][C:5]1[C:6]([NH:8][C:9]2[CH:18]=[CH:17][CH:16]=[CH:15][C:10]=2[C:11]([NH:13][CH3:14])=[O:12])=[N:7][C:2]([NH:20][C:21]2[CH:22]=[CH:23][C:24]3[CH2:30][CH2:29][C:28](=[O:31])[NH:27][CH2:26][C:25]=3[CH:32]=2)=[N:3][CH:4]=1. (7) Given the reactants Cl[C:2]1[CH:7]=[N:6][CH:5]=[C:4]([Cl:8])[N:3]=1.[Cl:9][C:10]1[CH:16]=[CH:15][C:13]([NH2:14])=[CH:12][CH:11]=1.CC(C)([O-])C.[Na+].C1(P(C2C=CC=CC=2)C2C=CC3C(=CC=CC=3)C=2C2C3C(=CC=CC=3)C=CC=2P(C2C=CC=CC=2)C2C=CC=CC=2)C=CC=CC=1, predict the reaction product. The product is: [Cl:9][C:10]1[CH:16]=[CH:15][C:13]([NH:14][C:2]2[CH:7]=[N:6][CH:5]=[C:4]([Cl:8])[N:3]=2)=[CH:12][CH:11]=1.